Task: Predict which catalyst facilitates the given reaction.. Dataset: Catalyst prediction with 721,799 reactions and 888 catalyst types from USPTO Reactant: [NH2:1][C:2]1[C:3]([F:11])=[C:4]([CH:8]=[CH:9][CH:10]=1)[C:5]([OH:7])=[O:6].N1C=CC=CC=1.[F:18][C:19]([F:31])([F:30])[C:20]1[CH:25]=[CH:24][C:23]([S:26](Cl)(=[O:28])=[O:27])=[CH:22][CH:21]=1.O. Product: [F:11][C:3]1[C:2]([NH:1][S:26]([C:23]2[CH:22]=[CH:21][C:20]([C:19]([F:18])([F:30])[F:31])=[CH:25][CH:24]=2)(=[O:28])=[O:27])=[CH:10][CH:9]=[CH:8][C:4]=1[C:5]([OH:7])=[O:6]. The catalyst class is: 4.